Dataset: NCI-60 drug combinations with 297,098 pairs across 59 cell lines. Task: Regression. Given two drug SMILES strings and cell line genomic features, predict the synergy score measuring deviation from expected non-interaction effect. (1) Drug 1: CN(C)C1=NC(=NC(=N1)N(C)C)N(C)C. Drug 2: CCC(=C(C1=CC=CC=C1)C2=CC=C(C=C2)OCCN(C)C)C3=CC=CC=C3.C(C(=O)O)C(CC(=O)O)(C(=O)O)O. Cell line: HCC-2998. Synergy scores: CSS=-5.65, Synergy_ZIP=2.39, Synergy_Bliss=2.48, Synergy_Loewe=-4.12, Synergy_HSA=-2.27. (2) Drug 1: C1CCC(CC1)NC(=O)N(CCCl)N=O. Drug 2: CC12CCC3C(C1CCC2OP(=O)(O)O)CCC4=C3C=CC(=C4)OC(=O)N(CCCl)CCCl.[Na+]. Cell line: HL-60(TB). Synergy scores: CSS=6.74, Synergy_ZIP=-14.4, Synergy_Bliss=-25.1, Synergy_Loewe=-45.8, Synergy_HSA=-24.3. (3) Drug 1: C1=NC2=C(N1)C(=S)N=C(N2)N. Drug 2: CCCCC(=O)OCC(=O)C1(CC(C2=C(C1)C(=C3C(=C2O)C(=O)C4=C(C3=O)C=CC=C4OC)O)OC5CC(C(C(O5)C)O)NC(=O)C(F)(F)F)O. Cell line: RXF 393. Synergy scores: CSS=-0.0580, Synergy_ZIP=-4.88, Synergy_Bliss=-8.16, Synergy_Loewe=-8.00, Synergy_HSA=-7.56.